Dataset: Forward reaction prediction with 1.9M reactions from USPTO patents (1976-2016). Task: Predict the product of the given reaction. (1) Given the reactants [Li+].[Cl-].[CH3:3][O:4][C:5]1[CH:10]=[CH:9][C:8]([CH:11]2[C:19]3[C:14](=[CH:15][CH:16]=[C:17]([O:20][CH2:21][CH2:22][CH3:23])[CH:18]=3)[CH:13]([C:24]3[CH:29]=[CH:28][C:27]4[O:30][CH2:31][O:32][C:26]=4[CH:25]=3)[CH:12]2[C:33]([O:35]C)=[O:34])=[C:7](OS(C(F)(F)F)(=O)=O)[CH:6]=1.C([Sn]([C:58]1[CH:63]=[CH:62][CH:61]=[CH:60][CH:59]=1)(CCCC)CCCC)CCC, predict the reaction product. The product is: [CH3:3][O:4][C:5]1[CH:6]=[CH:7][C:8]([CH:11]2[C:19]3[C:14](=[CH:15][CH:16]=[C:17]([O:20][CH2:21][CH2:22][CH3:23])[CH:18]=3)[CH:13]([C:24]3[CH:29]=[CH:28][C:27]4[O:30][CH2:31][O:32][C:26]=4[CH:25]=3)[CH:12]2[C:33]([OH:35])=[O:34])=[C:9]([C:58]2[CH:59]=[CH:60][CH:61]=[CH:62][CH:63]=2)[CH:10]=1. (2) Given the reactants [CH3:1][C:2]1[CH:3]=[C:4]2[N:13]=[CH:12][C:11]3[C:6](=[N:7][C:8](O)=[C:9]([C:14]4[CH:19]=[CH:18][CH:17]=[CH:16][CH:15]=4)[N:10]=3)[N:5]2[N:21]=1.CN(C=O)C.O=S(Cl)[Cl:29], predict the reaction product. The product is: [Cl:29][C:8]1[N:7]=[C:6]2[C:11]([CH:12]=[N:13][C:4]3[N:5]2[N:21]=[C:2]([CH3:1])[CH:3]=3)=[N:10][C:9]=1[C:14]1[CH:19]=[CH:18][CH:17]=[CH:16][CH:15]=1. (3) Given the reactants CN1CCOCC1.C(Cl)(=O)OCC(C)C.[C:16]([O:20][C:21]([NH:23][C@@H:24]1[CH2:29][CH2:28][CH2:27][N:26]([C:30]2[N:34]([CH2:35][O:36][CH3:37])[N:33]=[C:32]([C:38]([OH:40])=O)[C:31]=2[CH2:41][C:42]2[CH:47]=[CH:46][CH:45]=[CH:44][C:43]=2[Cl:48])[CH2:25]1)=[O:22])([CH3:19])([CH3:18])[CH3:17].Cl.[O:50]=[C:51]([CH2:58][C:59]([O:61][CH3:62])=[O:60])[C@@H:52]([C:54]([O:56][CH3:57])=[O:55])[NH2:53].S([O-])(O)(=O)=O.[K+], predict the reaction product. The product is: [C:16]([O:20][C:21]([NH:23][C@@H:24]1[CH2:29][CH2:28][CH2:27][N:26]([C:30]2[N:34]([CH2:35][O:36][CH3:37])[N:33]=[C:32]([C:38]([NH:53][C@H:52]([C:54]([O:56][CH3:57])=[O:55])[C:51](=[O:50])[CH2:58][C:59]([O:61][CH3:62])=[O:60])=[O:40])[C:31]=2[CH2:41][C:42]2[CH:47]=[CH:46][CH:45]=[CH:44][C:43]=2[Cl:48])[CH2:25]1)=[O:22])([CH3:18])([CH3:17])[CH3:19]. (4) Given the reactants [CH3:1][O:2][C:3]1[C:8]([NH2:9])=[CH:7][C:6]([C:10]([F:13])([F:12])[F:11])=[CH:5][C:4]=1[NH2:14].N1C=CC=CC=1.[CH3:21][S:22](Cl)(=[O:24])=[O:23].CCOC(C)=O, predict the reaction product. The product is: [NH2:9][C:8]1[C:3]([O:2][CH3:1])=[C:4]([NH:14][S:22]([CH3:21])(=[O:24])=[O:23])[CH:5]=[C:6]([C:10]([F:12])([F:11])[F:13])[CH:7]=1. (5) Given the reactants [Cl:1][C:2]1[N:7]=[C:6]([C:8]2[CH:9]=[C:10]([CH:13]=[CH:14][CH:15]=2)[CH:11]=O)[CH:5]=[CH:4][N:3]=1.[C:16]([O:20][C:21]([N:23]1[CH2:27][CH2:26][CH:25]([NH2:28])[CH2:24]1)=[O:22])([CH3:19])([CH3:18])[CH3:17], predict the reaction product. The product is: [C:16]([O:20][C:21]([N:23]1[CH2:27][CH2:26][CH:25]([NH:28][CH2:11][C:10]2[CH:13]=[CH:14][CH:15]=[C:8]([C:6]3[CH:5]=[CH:4][N:3]=[C:2]([Cl:1])[N:7]=3)[CH:9]=2)[CH2:24]1)=[O:22])([CH3:19])([CH3:17])[CH3:18].